This data is from Reaction yield outcomes from USPTO patents with 853,638 reactions. The task is: Predict the reaction yield, written as a fraction of the theoretical maximum amount of product (1.0 means a 100% yield; for example, 0.34 means a 34% yield). The reactants are C([NH:8][C:9]1[C:30]2[CH2:29][CH2:28][CH2:27][CH2:26][C:25]=2[C:12]2[O:13][CH2:14][CH:15]([C:16]3[CH:21]=[CH:20][C:19]([CH:22]([CH3:24])[CH3:23])=[CH:18][CH:17]=3)[C:11]=2[C:10]=1[CH3:31])C1C=CC=CC=1. The catalyst is CCCCCC.C(OCC)(=O)C. The product is [CH:22]([C:19]1[CH:18]=[CH:17][C:16]([CH:15]2[CH2:14][O:13][C:12]3[C:25]4[CH2:26][CH2:27][CH2:28][CH2:29][C:30]=4[C:9]([NH2:8])=[C:10]([CH3:31])[C:11]2=3)=[CH:21][CH:20]=1)([CH3:24])[CH3:23]. The yield is 0.760.